Dataset: Reaction yield outcomes from USPTO patents with 853,638 reactions. Task: Predict the reaction yield, written as a fraction of the theoretical maximum amount of product (1.0 means a 100% yield; for example, 0.34 means a 34% yield). (1) The reactants are C(O)(=O)C.Br.C(OP([N:14]1[CH2:27][CH2:26][N:25]([S:28]([C:31]2[CH:36]=[CH:35][CH:34]=[CH:33][C:32]=2[N+:37]([O-:39])=[O:38])(=[O:30])=[O:29])[CH2:24][CH2:23][CH2:22][C:21]([F:41])([F:40])[CH2:20][CH2:19][CH2:18][N:17]([S:42]([C:45]2[CH:50]=[CH:49][CH:48]=[CH:47][C:46]=2[N+:51]([O-:53])=[O:52])(=[O:44])=[O:43])[CH2:16][CH2:15]1)(=O)OCC)C. The catalyst is C(OCC)C. The product is [F:41][C:21]1([F:40])[CH2:22][CH2:23][CH2:24][N:25]([S:28]([C:31]2[CH:36]=[CH:35][CH:34]=[CH:33][C:32]=2[N+:37]([O-:39])=[O:38])(=[O:30])=[O:29])[CH2:26][CH2:27][NH:14][CH2:15][CH2:16][N:17]([S:42]([C:45]2[CH:50]=[CH:49][CH:48]=[CH:47][C:46]=2[N+:51]([O-:53])=[O:52])(=[O:43])=[O:44])[CH2:18][CH2:19][CH2:20]1. The yield is 0.940. (2) The reactants are [CH2:1]([OH:9])[CH2:2][CH2:3][CH2:4][CH2:5][CH2:6][CH2:7][CH3:8].OO.C(=[O:20])CCCCCCC. The catalyst is [Pt]. The product is [C:1]([OH:20])(=[O:9])[CH2:2][CH2:3][CH2:4][CH2:5][CH2:6][CH2:7][CH3:8]. The yield is 0.190. (3) The reactants are [N+:1]([CH:3](S(C1C=CC(C)=CC=1)(=O)=O)[CH3:4])#[C-:2].[Cl:15][C:16]1[CH:23]=[CH:22][C:19]([CH:20]=[O:21])=[CH:18][C:17]=1[F:24].C([O-])([O-])=O.[K+].[K+].O. The catalyst is CO. The product is [Cl:15][C:16]1[CH:23]=[CH:22][C:19]([C:20]2[O:21][CH:2]=[N:1][C:3]=2[CH3:4])=[CH:18][C:17]=1[F:24]. The yield is 0.860. (4) The reactants are C([O:5][C:6]([C:8]1[N:9]=[N:10][N:11]([CH2:13][C@H:14]([F:54])[CH2:15][C:16]([C:31]2[N:32]=[N:33][C:34]([NH:37][C:38](=[O:53])[CH2:39][C:40]3[CH:45]=[C:44]([O:46][CH:47]4[CH2:50][C:49]([F:52])([F:51])[CH2:48]4)[CH:43]=[CH:42][N:41]=3)=[CH:35][CH:36]=2)(C(OC(C)(C)C)=O)C(OC(C)(C)C)=O)[CH:12]=1)=[O:7])(C)(C)C. The catalyst is C(O)(C(F)(F)F)=O.ClCCCl. The product is [F:52][C:49]1([F:51])[CH2:50][CH:47]([O:46][C:44]2[CH:43]=[CH:42][N:41]=[C:40]([CH2:39][C:38]([NH:37][C:34]3[N:33]=[N:32][C:31]([CH2:16][CH2:15][C@@H:14]([F:54])[CH2:13][N:11]4[CH:12]=[C:8]([C:6]([OH:7])=[O:5])[N:9]=[N:10]4)=[CH:36][CH:35]=3)=[O:53])[CH:45]=2)[CH2:48]1. The yield is 0.600. (5) The yield is 1.00. The product is [OH:18][CH:9]([C:8]1[CH:7]=[CH:6][N:25]2[C:31](=[O:42])[N:32]([CH2:34][O:35][CH2:36][CH2:37][Si:38]([CH3:40])([CH3:39])[CH3:41])[N:33]=[C:24]2[C:3]=1[O:2][CH3:1])[C:10]#[C:11][C:12]1[CH:13]=[CH:14][CH:15]=[CH:16][CH:17]=1. No catalyst specified. The reactants are [CH3:1][O:2][C:3]1[C:8]([CH:9]([OH:18])[C:10]#[C:11][C:12]2[CH:17]=[CH:16][CH:15]=[CH:14][CH:13]=2)=[CH:7][CH:6]=C(OC)N=1.COC1[C:24]2[N:25]([C:31](=[O:42])[N:32]([CH2:34][O:35][CH2:36][CH2:37][Si:38]([CH3:41])([CH3:40])[CH3:39])[N:33]=2)C=CC=1C=O. (6) The reactants are [NH2:1][C:2]1([C:5]2[N:10]=[C:9]([NH:11][CH2:12][C:13]3[CH:18]=[CH:17][CH:16]=[CH:15][N:14]=3)[C:8]3=[C:19]([C:22]4[CH:27]=[CH:26][CH:25]=[CH:24][CH:23]=4)[CH:20]=[CH:21][N:7]3[N:6]=2)[CH2:4][CH2:3]1.N1C=CC=CC=1.Cl[C:35]([O:37][CH3:38])=[O:36]. The catalyst is C(Cl)Cl. The product is [C:22]1([C:19]2[CH:20]=[CH:21][N:7]3[C:8]=2[C:9]([NH:11][CH2:12][C:13]2[CH:18]=[CH:17][CH:16]=[CH:15][N:14]=2)=[N:10][C:5]([C:2]2([NH:1][C:35](=[O:36])[O:37][CH3:38])[CH2:3][CH2:4]2)=[N:6]3)[CH:27]=[CH:26][CH:25]=[CH:24][CH:23]=1. The yield is 0.301.